This data is from Peptide-MHC class II binding affinity with 134,281 pairs from IEDB. The task is: Regression. Given a peptide amino acid sequence and an MHC pseudo amino acid sequence, predict their binding affinity value. This is MHC class II binding data. (1) The peptide sequence is KGSNPNYLALLVKYV. The MHC is DRB1_0301 with pseudo-sequence DRB1_0301. The binding affinity (normalized) is 0.135. (2) The peptide sequence is DENPYKTWAYHGSYEVK. The MHC is DRB1_0802 with pseudo-sequence DRB1_0802. The binding affinity (normalized) is 0.345. (3) The peptide sequence is EKKYFAATQYEPLAA. The MHC is HLA-DQA10301-DQB10302 with pseudo-sequence HLA-DQA10301-DQB10302. The binding affinity (normalized) is 0.361. (4) The peptide sequence is LQSLTNLLSSNLSWL. The MHC is DRB1_1302 with pseudo-sequence DRB1_1302. The binding affinity (normalized) is 0.541. (5) The peptide sequence is KPIFHFVGTSTFSEY. The MHC is DRB3_0202 with pseudo-sequence DRB3_0202. The binding affinity (normalized) is 0.345. (6) The peptide sequence is LMVVVIPEPGQQRSI. The MHC is HLA-DQA10201-DQB10301 with pseudo-sequence HLA-DQA10201-DQB10301. The binding affinity (normalized) is 0.298. (7) The peptide sequence is DTFRKDFRVYSNFLR. The MHC is DRB1_0802 with pseudo-sequence DRB1_0802. The binding affinity (normalized) is 0.388. (8) The peptide sequence is AGELQIIDKIDAAFK. The MHC is DRB1_1501 with pseudo-sequence DRB1_1501. The binding affinity (normalized) is 0.503.